This data is from Forward reaction prediction with 1.9M reactions from USPTO patents (1976-2016). The task is: Predict the product of the given reaction. (1) Given the reactants [CH3:1][C:2]1[C:8]([CH3:9])=[C:7]([OH:10])[CH:6]=[CH:5][C:3]=1[OH:4].C(=O)([O-])[O-].[Cs+].[Cs+].Br[C:18]([CH3:25])([CH3:24])[C:19]([O:21][CH2:22][CH3:23])=[O:20].[NH4+].[Cl-], predict the reaction product. The product is: [CH2:22]([O:21][C:19](=[O:20])[C:18]([O:4][C:3]1[CH:5]=[CH:6][C:7]([OH:10])=[C:8]([CH3:9])[C:2]=1[CH3:1])([CH3:25])[CH3:24])[CH3:23]. (2) Given the reactants Cl[C:2]1[N:3]([C:13]2[CH:18]=[CH:17][C:16]([F:19])=[CH:15][CH:14]=2)[C:4](=[O:12])[C:5]2[N:6]=[CH:7][N:8]([CH3:11])[C:9]=2[N:10]=1.CC1(C)C(C)(C)OB([C:28]2[CH2:33][CH2:32][CH:31]([C:34]([F:37])([F:36])[F:35])[CH2:30][CH:29]=2)O1.[O-]P([O-])([O-])=O.[K+].[K+].[K+], predict the reaction product. The product is: [F:19][C:16]1[CH:17]=[CH:18][C:13]([N:3]2[C:4](=[O:12])[C:5]3[N:6]=[CH:7][N:8]([CH3:11])[C:9]=3[N:10]=[C:2]2[C:28]2[CH2:33][CH2:32][CH:31]([C:34]([F:37])([F:36])[F:35])[CH2:30][CH:29]=2)=[CH:14][CH:15]=1. (3) Given the reactants [CH2:1]1C[C@H]2N(C[C@H]3[C@@H]4CCCCN4C[C@@H]2C3)CC1.C([Li])(CC)C.[CH:23]([N:26]([CH:39]([CH3:41])[CH3:40])[C:27](=[O:38])[O:28][CH2:29][CH2:30][C:31]1[CH:36]=[CH:35][CH:34]=[CH:33][C:32]=1[F:37])([CH3:25])[CH3:24].CI.Cl, predict the reaction product. The product is: [CH:39]([N:26]([CH:23]([CH3:24])[CH3:25])[C:27](=[O:38])[O:28][CH:29]([CH3:1])[CH2:30][C:31]1[CH:36]=[CH:35][CH:34]=[CH:33][C:32]=1[F:37])([CH3:41])[CH3:40]. (4) The product is: [NH2:13][C:9]1[N:10]=[C:11]2[C:6](=[CH:7][CH:8]=1)[N:5]=[CH:4][C:3]([C:1]([NH2:2])=[O:18])=[CH:12]2. Given the reactants [C:1]([C:3]1[CH:12]=[C:11]2[C:6]([CH:7]=[CH:8][C:9]([NH:13]C(=O)C)=[N:10]2)=[N:5][CH:4]=1)#[N:2].C([O-])([O-])=[O:18].[K+].[K+], predict the reaction product. (5) Given the reactants N#N.[CH3:3][S:4]([C:7]1[O:11][C:10]([CH2:12]O)=[CH:9][CH:8]=1)(=[O:6])=[O:5].CCN(CC)CC.C(Cl)[Cl:22], predict the reaction product. The product is: [Cl:22][CH2:12][C:10]1[O:11][C:7]([S:4]([CH3:3])(=[O:6])=[O:5])=[CH:8][CH:9]=1. (6) The product is: [NH2:1][CH2:4][CH2:5][O:6][C:7]1[CH:17]=[C:16]([O:18][CH3:19])[C:15]([O:20][CH3:21])=[CH:14][C:8]=1[C:9]([O:11][CH2:12][CH3:13])=[O:10]. Given the reactants [N+:1]([CH2:4][CH2:5][O:6][C:7]1[CH:17]=[C:16]([O:18][CH3:19])[C:15]([O:20][CH3:21])=[CH:14][C:8]=1[C:9]([O:11][CH2:12][CH3:13])=[O:10])([O-])=O.[NH4+].[OH-].S(S([O-])=O)([O-])=O.[Na+].[Na+].Cl.[OH-].[Na+], predict the reaction product. (7) Given the reactants [OH:1][CH2:2][C:3]([NH:22]C(=O)C)([CH2:20][OH:21])[CH2:4][CH2:5][C:6]1[CH:11]=[CH:10][C:9]([CH2:12][CH2:13][CH2:14][CH2:15][CH2:16][CH2:17][CH2:18][CH3:19])=[CH:8][CH:7]=1, predict the reaction product. The product is: [NH2:22][C:3]([CH2:4][CH2:5][C:6]1[CH:11]=[CH:10][C:9]([CH2:12][CH2:13][CH2:14][CH2:15][CH2:16][CH2:17][CH2:18][CH3:19])=[CH:8][CH:7]=1)([CH2:20][OH:21])[CH2:2][OH:1]. (8) Given the reactants [NH2:1][C:2]1[C:3](=[O:16])[N:4]([CH3:15])[C:5]([Cl:14])=[N:6][C:7]=1[C:8]1[CH:13]=[CH:12][N:11]=[CH:10][CH:9]=1.C(N(C(C)C)CC)(C)C.[C:26](Cl)(=[O:33])[C:27]1[CH:32]=[CH:31][CH:30]=[CH:29][CH:28]=1, predict the reaction product. The product is: [Cl:14][C:5]1[N:4]([CH3:15])[C:3](=[O:16])[C:2]([NH:1][C:26](=[O:33])[C:27]2[CH:32]=[CH:31][CH:30]=[CH:29][CH:28]=2)=[C:7]([C:8]2[CH:13]=[CH:12][N:11]=[CH:10][CH:9]=2)[N:6]=1. (9) Given the reactants Cl[C:2]1[CH:11]=[N:10][C:9]2[C:4](=[CH:5][CH:6]=[CH:7][CH:8]=2)[N:3]=1.C(=O)([O-])[O-].[K+].[K+].[NH2:18][CH2:19][C:20]([NH2:23])([CH3:22])[CH3:21], predict the reaction product. The product is: [NH2:23][C:20]([CH3:22])([CH2:21][C:2]1[CH:11]=[N:10][C:9]2[C:4](=[CH:5][CH:6]=[CH:7][CH:8]=2)[N:3]=1)[CH2:19][NH2:18]. (10) Given the reactants [CH3:1][S:2]([C:5]1[CH:6]=[CH:7][C:8]([O:11][C:12]2[CH:13]=[C:14]3[C:18](=[C:19]([O:21][CH:22]4[CH2:27][CH2:26][O:25][CH2:24][CH2:23]4)[CH:20]=2)[NH:17][C:16]([C:28]([NH2:30])=O)=[CH:15]3)=[N:9][CH:10]=1)(=[O:4])=[O:3].COC1C=CC(P2(SP(C3C=CC(OC)=CC=3)(=S)S2)=[S:40])=CC=1.[O:53]1[CH2:57][CH2:56][CH2:55][CH2:54]1.[C:58]([O:61]CC)(=O)[CH3:59], predict the reaction product. The product is: [CH2:58]([O:61][C:57](=[O:53])[CH2:56][CH:55]1[S:40][C:28]([C:16]2[NH:17][C:18]3[C:14]([CH:15]=2)=[CH:13][C:12]([O:11][C:8]2[CH:7]=[CH:6][C:5]([S:2]([CH3:1])(=[O:3])=[O:4])=[CH:10][N:9]=2)=[CH:20][C:19]=3[O:21][CH:22]2[CH2:27][CH2:26][O:25][CH2:24][CH2:23]2)=[N:30][CH2:54]1)[CH3:59].